From a dataset of Forward reaction prediction with 1.9M reactions from USPTO patents (1976-2016). Predict the product of the given reaction. (1) Given the reactants [Cl:1][C:2]1[N:10]=[C:9]2[C:5]([N:6]([CH2:11][C@H:12]3[CH2:17][CH2:16][C@H:15]([CH3:18])[CH2:14][CH2:13]3)[CH:7]=[N:8]2)=[C:4](Cl)[N:3]=1.[CH3:20][O:21][C:22]1[CH:27]=[C:26]([O:28][CH3:29])[CH:25]=[CH:24][C:23]=1[CH2:30][NH2:31].CCN(C(C)C)C(C)C.O, predict the reaction product. The product is: [Cl:1][C:2]1[N:10]=[C:9]2[C:5]([N:6]([CH2:11][C@H:12]3[CH2:17][CH2:16][C@H:15]([CH3:18])[CH2:14][CH2:13]3)[CH:7]=[N:8]2)=[C:4]([NH:31][CH2:30][C:23]2[CH:24]=[CH:25][C:26]([O:28][CH3:29])=[CH:27][C:22]=2[O:21][CH3:20])[N:3]=1. (2) Given the reactants C[O:2][C:3]([CH:5]1[CH2:9][N:8]([C@@H:10]([CH2:14][CH3:15])[C:11]([NH2:13])=[O:12])[C:7](=[O:16])[CH2:6]1)=[O:4].[BH4-].[Na+].[NH4+].[Cl-].[CH3:21]C(C)=O, predict the reaction product. The product is: [OH:2][CH2:3][CH:5]1[CH2:9][N:8]([C@@H:10]([CH3:14])[C:11]([NH2:13])=[O:12])[C:7](=[O:16])[CH2:6]1.[OH:4][CH2:3][CH:5]1[CH2:9][N:8]([C@@H:10]([CH2:14][CH2:15][CH3:21])[C:11]([NH2:13])=[O:12])[C:7](=[O:16])[CH2:6]1.[OH:2][CH2:3][CH:5]1[CH2:9][N:8]([C@@H:10]([CH2:14][CH3:15])[C:11]([NH:13][CH3:21])=[O:12])[C:7](=[O:16])[CH2:6]1.